Dataset: Full USPTO retrosynthesis dataset with 1.9M reactions from patents (1976-2016). Task: Predict the reactants needed to synthesize the given product. (1) Given the product [CH3:1][O:2][C:3]1[CH:4]=[CH:5][C:6]([C:9]2[N:10]([CH2:21][CH2:22][CH2:23][NH:24][CH3:25])[C:11](=[N:14][C:15]3[CH:20]=[CH:19][CH:18]=[CH:17][CH:16]=3)[S:12][CH:13]=2)=[CH:7][CH:8]=1, predict the reactants needed to synthesize it. The reactants are: [CH3:1][O:2][C:3]1[CH:8]=[CH:7][C:6]([C:9]2[N:10]([CH2:21][CH2:22][CH2:23][N:24](C)[C:25](=O)[O-])[C:11](=[N:14][C:15]3[CH:20]=[CH:19][CH:18]=[CH:17][CH:16]=3)[S:12][CH:13]=2)=[CH:5][CH:4]=1.Cl. (2) The reactants are: [OH:1][C:2]1[CH:7]=[C:6]([OH:8])[CH:5]=[CH:4][N:3]=1.F[C:10]1[CH:15]=[CH:14][C:13]([N+:16]([O-:18])=[O:17])=[CH:12][CH:11]=1.C([O-])([O-])=O.[Cs+].[Cs+].O. Given the product [N+:16]([C:13]1[CH:14]=[CH:15][C:10]([O:8][C:6]2[CH:5]=[CH:4][NH:3][C:2](=[O:1])[CH:7]=2)=[CH:11][CH:12]=1)([O-:18])=[O:17], predict the reactants needed to synthesize it. (3) Given the product [Si:35]([O:29][C@@H:27]([CH3:28])[C@@H:11]([NH:10][C:4]1[CH:5]=[CH:6][C:7]([C:8]#[N:9])=[C:2]([Cl:1])[C:3]=1[CH3:30])[C:12]([NH:14][NH:15][C:16](=[O:26])[C:17]1[CH:22]=[CH:21][C:20]([N+:23]([O-:25])=[O:24])=[CH:19][CH:18]=1)=[O:13])([C:32]([CH3:34])([CH3:33])[CH3:31])([CH3:37])[CH3:36], predict the reactants needed to synthesize it. The reactants are: [Cl:1][C:2]1[C:3]([CH3:30])=[C:4]([NH:10][C@H:11]([C@H:27]([OH:29])[CH3:28])[C:12]([NH:14][NH:15][C:16](=[O:26])[C:17]2[CH:22]=[CH:21][C:20]([N+:23]([O-:25])=[O:24])=[CH:19][CH:18]=2)=[O:13])[CH:5]=[CH:6][C:7]=1[C:8]#[N:9].[CH3:31][C:32]([Si:35](Cl)([CH3:37])[CH3:36])([CH3:34])[CH3:33].N1C=CN=C1.